Dataset: Catalyst prediction with 721,799 reactions and 888 catalyst types from USPTO. Task: Predict which catalyst facilitates the given reaction. Reactant: [Si]([O:8][C@H:9]([CH:13]([CH3:15])[CH3:14])[C:10]([OH:12])=O)(C(C)(C)C)(C)C.CCN(C(C)C)C(C)C.CN(C(ON1N=NC2C=CC=NC1=2)=[N+](C)C)C.F[P-](F)(F)(F)(F)F.[CH3:49][N:50]1[C:59]2[C:54](=[CH:55][N:56]=[C:57]([CH3:60])[CH:58]=2)[CH:53]=[C:52]([C:61]2[CH:62]=[C:63]([NH:68]/[C:69](/[NH2:72])=[N:70]/O)[CH:64]=[CH:65][C:66]=2[CH3:67])[C:51]1=[O:73]. Product: [OH:8][C@@H:9]([C:10]1[O:12][N:70]=[C:69]([NH:68][C:63]2[CH:64]=[CH:65][C:66]([CH3:67])=[C:61]([C:52]3[C:51](=[O:73])[N:50]([CH3:49])[C:59]4[C:54]([CH:53]=3)=[CH:55][N:56]=[C:57]([CH3:60])[CH:58]=4)[CH:62]=2)[N:72]=1)[CH:13]([CH3:14])[CH3:15]. The catalyst class is: 3.